Dataset: Reaction yield outcomes from USPTO patents with 853,638 reactions. Task: Predict the reaction yield, written as a fraction of the theoretical maximum amount of product (1.0 means a 100% yield; for example, 0.34 means a 34% yield). (1) The reactants are [Br:1][C:2]1[C:3]([CH2:12]Br)=[C:4]([CH:9]=[CH:10][CH:11]=1)[C:5](OC)=[O:6].C1COCC1.[OH-].[NH4+:20]. The catalyst is O. The product is [Br:1][C:2]1[CH:11]=[CH:10][CH:9]=[C:4]2[C:3]=1[CH2:12][NH:20][C:5]2=[O:6]. The yield is 0.910. (2) The reactants are [CH:1]1([N:6]2[CH2:11][CH2:10][N:9]([C:12]([C:14]3[CH:15]=[C:16]4[C:20](=[CH:21][CH:22]=3)[NH:19][C:18]([C:23]([N:25]3[CH2:30][CH2:29][S:28](=[O:32])(=[O:31])[CH2:27][CH2:26]3)=[O:24])=[CH:17]4)=[O:13])[CH2:8][CH2:7]2)[CH2:5][CH2:4][CH2:3][CH2:2]1.[F:33][C:34]1[CH:39]=[CH:38][C:37](B(O)O)=[CH:36][CH:35]=1.N1C=CC=CC=1. The catalyst is ClCCl.C([O-])(=O)C.[Cu+2].C([O-])(=O)C. The product is [CH:1]1([N:6]2[CH2:7][CH2:8][N:9]([C:12]([C:14]3[CH:15]=[C:16]4[C:20](=[CH:21][CH:22]=3)[N:19]([C:37]3[CH:38]=[CH:39][C:34]([F:33])=[CH:35][CH:36]=3)[C:18]([C:23]([N:25]3[CH2:30][CH2:29][S:28](=[O:31])(=[O:32])[CH2:27][CH2:26]3)=[O:24])=[CH:17]4)=[O:13])[CH2:10][CH2:11]2)[CH2:2][CH2:3][CH2:4][CH2:5]1. The yield is 0.340. (3) The reactants are [Cl:1][C:2]1[C:7]([NH:8][C:9](=[O:12])[CH2:10]Br)=[C:6]([Cl:13])[CH:5]=[C:4]([CH3:14])[N:3]=1.C(=O)([O-])[O-].[K+].[K+].[OH:21][CH2:22][CH2:23][N:24]1[CH2:29][CH2:28][NH:27][CH2:26][CH2:25]1. The catalyst is C(#N)C. The product is [Cl:1][C:2]1[C:7]([NH:8][C:9](=[O:12])[CH2:10][N:27]2[CH2:28][CH2:29][N:24]([CH2:23][CH2:22][OH:21])[CH2:25][CH2:26]2)=[C:6]([Cl:13])[CH:5]=[C:4]([CH3:14])[N:3]=1. The yield is 0.900. (4) The reactants are [CH3:1][O:2][C:3]([C:5]1[N:6]=[C:7]([NH:10][C:11](=[O:43])[C@@H:12]([NH:21][C:22](=[O:42])[C@H:23]([NH:34]C(OC(C)(C)C)=O)[C:24]2[CH:33]=[CH:32][C:27]3[O:28][CH2:29][CH2:30][O:31][C:26]=3[CH:25]=2)[C@H:13]([C:15]2[CH:20]=[CH:19][CH:18]=[CH:17][CH:16]=2)[CH3:14])[S:8][CH:9]=1)=[O:4].FC(F)(F)C(O)=O. The catalyst is ClCCl. The product is [CH3:1][O:2][C:3]([C:5]1[N:6]=[C:7]([NH:10][C:11](=[O:43])[C@@H:12]([NH:21][C:22](=[O:42])[C@H:23]([NH2:34])[C:24]2[CH:33]=[CH:32][C:27]3[O:28][CH2:29][CH2:30][O:31][C:26]=3[CH:25]=2)[C@H:13]([C:15]2[CH:20]=[CH:19][CH:18]=[CH:17][CH:16]=2)[CH3:14])[S:8][CH:9]=1)=[O:4]. The yield is 0.940. (5) The reactants are Cl[S:2](Cl)(=[O:4])=[O:3].[OH2:6].[NH3:7].[CH2:8]([N:10]([CH2:13][CH3:14])[CH2:11][CH3:12])[CH3:9].[CH2:15]1[CH2:19]O[CH2:17][CH2:16]1. No catalyst specified. The product is [C:8]([N:10]1[CH2:13][CH2:14][CH:17]([CH2:16][C:15]2[CH:19]=[CH:17][C:16]([S:2]([NH2:7])(=[O:4])=[O:3])=[CH:15][CH:19]=2)[CH2:12][CH2:11]1)(=[O:6])[CH3:9]. The yield is 0.780. (6) The reactants are Cl[C:2]1[N:7]([CH2:8][CH3:9])[C:6](=[O:10])[N:5]([CH2:11][O:12][CH3:13])[C:4](=[O:14])[C:3]=1[CH:15]([CH3:17])[CH3:16].[C:18]([C:20]1[CH:21]=[C:22]([CH:26]=[C:27]([CH3:29])[CH:28]=1)[CH2:23][C:24]#[N:25])#[N:19].[H-].[Na+].[Cl-].[NH4+]. The catalyst is CN(C=O)C. The product is [C:24]([CH:23]([C:2]1[N:7]([CH2:8][CH3:9])[C:6](=[O:10])[N:5]([CH2:11][O:12][CH3:13])[C:4](=[O:14])[C:3]=1[CH:15]([CH3:17])[CH3:16])[C:22]1[CH:21]=[C:20]([CH:28]=[C:27]([CH3:29])[CH:26]=1)[C:18]#[N:19])#[N:25]. The yield is 0.800. (7) The reactants are [NH:1]1[CH2:8][S:7][CH2:6][C@H:2]1[C:3]([OH:5])=[O:4].[C:9]([O:13][C:14](O[C:14]([O:13][C:9]([CH3:12])([CH3:11])[CH3:10])=[O:15])=[O:15])([CH3:12])([CH3:11])[CH3:10]. No catalyst specified. The product is [C:9]([O:13][C:14]([N:1]1[C@@H:2]([C:3]([OH:5])=[O:4])[CH2:6][S:7][CH2:8]1)=[O:15])([CH3:12])([CH3:11])[CH3:10]. The yield is 0.970. (8) The reactants are FC(F)(F)C1C=C(NC(=O)NC2C=CC(C3SC(CCC(O)=O)=NC=3)=CC=2)C=CC=1.[Cl:31][C:32]1[CH:37]=[CH:36][CH:35]=[CH:34][C:33]=1[NH:38][C:39](=[O:59])[NH:40][C:41]1[CH:46]=[CH:45][C:44]([C:47]2[S:51][C:50]([CH2:52][CH2:53][CH2:54][C:55]([O:57]C)=[O:56])=[N:49][CH:48]=2)=[CH:43][CH:42]=1. No catalyst specified. The product is [Cl:31][C:32]1[CH:37]=[CH:36][CH:35]=[CH:34][C:33]=1[NH:38][C:39](=[O:59])[NH:40][C:41]1[CH:42]=[CH:43][C:44]([C:47]2[S:51][C:50]([CH2:52][CH2:53][CH2:54][C:55]([OH:57])=[O:56])=[N:49][CH:48]=2)=[CH:45][CH:46]=1. The yield is 0.840. (9) The reactants are [NH2:1][C:2]1([C:8]2[CH:13]=[CH:12][CH:11]=[C:10]([N+:14]([O-:16])=[O:15])[CH:9]=2)[CH2:4][CH:3]1[CH2:5][CH2:6][OH:7].[C:17]([N:21]=[C:22]=[S:23])([CH3:20])([CH3:19])[CH3:18]. The catalyst is C(#N)C. The product is [C:17]([NH:21][C:22]([NH:1][C:2]1([C:8]2[CH:13]=[CH:12][CH:11]=[C:10]([N+:14]([O-:16])=[O:15])[CH:9]=2)[CH2:4][CH:3]1[CH2:5][CH2:6][OH:7])=[S:23])([CH3:20])([CH3:19])[CH3:18]. The yield is 0.672. (10) The reactants are [CH:1]([C:3]1[S:7][C:6]([C:8]2[CH:9]=[C:10]([C:14]3[CH:15]=[N:16][CH:17]=[C:18]([C:21]=3[NH:22][C:23]3[CH:24]=[C:25]4[C:29](=[CH:30][CH:31]=3)[NH:28][CH:27]=[CH:26]4)[C:19]#[N:20])[CH:11]=[CH:12][CH:13]=2)=[CH:5][CH:4]=1)=O.[BH-](OC(C)=O)(OC(C)=O)OC(C)=O.[Na+].[CH3:46][N:47]1[CH2:52][CH2:51][NH:50][CH2:49][CH2:48]1. The catalyst is C(Cl)Cl.CN1C(=O)CCC1. The product is [NH:28]1[C:29]2[C:25](=[CH:24][C:23]([NH:22][C:21]3[C:18]([C:19]#[N:20])=[CH:17][N:16]=[CH:15][C:14]=3[C:10]3[CH:11]=[CH:12][CH:13]=[C:8]([C:6]4[S:7][C:3]([CH2:1][N:50]5[CH2:51][CH2:52][N:47]([CH3:46])[CH2:48][CH2:49]5)=[CH:4][CH:5]=4)[CH:9]=3)=[CH:31][CH:30]=2)[CH:26]=[CH:27]1. The yield is 0.530.